This data is from Full USPTO retrosynthesis dataset with 1.9M reactions from patents (1976-2016). The task is: Predict the reactants needed to synthesize the given product. (1) The reactants are: [CH3:1][C:2]1[CH:6]=[CH:5][O:4][C:3]=1[C:7]([OH:9])=O.S(Cl)(Cl)=O.[C:14]([C:16]1[CH:17]=[C:18]([NH2:22])[CH:19]=[CH:20][CH:21]=1)#[CH:15].CCN(CC)CC. Given the product [C:14]([C:16]1[CH:17]=[C:18]([NH:22][C:7]([C:3]2[O:4][CH:5]=[CH:6][C:2]=2[CH3:1])=[O:9])[CH:19]=[CH:20][CH:21]=1)#[CH:15], predict the reactants needed to synthesize it. (2) Given the product [O:33]=[C:30]1[C:31]2[C:27](=[CH:26][CH:25]=[C:24]([NH:23][C:2]3[N:3]=[C:4]([O:8][C:9]4[CH:10]=[CH:11][CH:12]=[C:13]5[C:18]=4[CH:17]=[CH:16][CH:15]=[C:14]5[NH:19][C:20](=[O:22])[CH3:21])[CH:5]=[N:6][CH:7]=3)[CH:32]=2)[CH2:28][O:29]1, predict the reactants needed to synthesize it. The reactants are: Cl[C:2]1[CH:7]=[N:6][CH:5]=[C:4]([O:8][C:9]2[C:18]3[C:13](=[C:14]([NH:19][C:20](=[O:22])[CH3:21])[CH:15]=[CH:16][CH:17]=3)[CH:12]=[CH:11][CH:10]=2)[N:3]=1.[NH2:23][C:24]1[CH:32]=[C:31]2[C:27]([CH2:28][O:29][C:30]2=[O:33])=[CH:26][CH:25]=1. (3) The reactants are: [I-].C[S+](C)(C)=O.[H-].[Na+].[CH3:9][N:10]1[C:14]([O:15][C:16]2[CH:21]=[C:20]([CH3:22])[CH:19]=[C:18]([O:23][CH2:24]/[CH:25]=[CH:26]/[C:27]([F:30])([F:29])[F:28])[N:17]=2)=[CH:13][C:12]([C:31]([F:34])([F:33])[F:32])=[N:11]1.O. Given the product [CH3:9][N:10]1[C:14]([O:15][C:16]2[CH:21]=[C:20]([CH3:22])[CH:19]=[C:18]([O:23][CH:24]=[CH:25][CH2:26][C:27]([F:30])([F:28])[F:29])[N:17]=2)=[CH:13][C:12]([C:31]([F:34])([F:32])[F:33])=[N:11]1, predict the reactants needed to synthesize it.